Dataset: Catalyst prediction with 721,799 reactions and 888 catalyst types from USPTO. Task: Predict which catalyst facilitates the given reaction. (1) Reactant: C[O:2][C:3](=O)[C@@H:4]([CH2:6][C:7]1[CH:12]=[CH:11][C:10]([OH:13])=[CH:9][CH:8]=1)[NH2:5].O.[NH2:16][NH2:17]. Product: [NH2:5][C@@H:4]([C:3]([NH:16][NH2:17])=[O:2])[CH2:6][C:7]1[CH:12]=[CH:11][C:10]([OH:13])=[CH:9][CH:8]=1. The catalyst class is: 5. (2) Reactant: [N:1]([C:4]12[CH2:13][CH:8]3[CH2:9][CH:10](CC(C3)C1)[CH2:11]2)=[C:2]=[O:3].[NH2:14][CH:15]1[CH2:20][CH2:19][CH2:18][CH:17]([OH:21])[CH2:16]1. Product: [OH:21][CH:17]1[CH2:18][CH2:19][CH2:20][CH:15]([NH:14][C:2]([NH:1][C:4]2[CH:11]=[CH:10][CH:9]=[CH:8][CH:13]=2)=[O:3])[CH2:16]1. The catalyst class is: 3. (3) The catalyst class is: 58. Product: [C:1]([O:5][C:6]([N:8]1[CH2:11][CH:10]([C:12]2[C:17]([N:20]3[CH2:25][CH2:24][CH:23]([CH2:26][OH:27])[CH2:22][CH2:21]3)=[CH:16][C:15]([F:19])=[CH:14][N:13]=2)[CH2:9]1)=[O:7])([CH3:4])([CH3:3])[CH3:2]. Reactant: [C:1]([O:5][C:6]([N:8]1[CH2:11][CH:10]([C:12]2[C:17](Br)=[CH:16][C:15]([F:19])=[CH:14][N:13]=2)[CH2:9]1)=[O:7])([CH3:4])([CH3:3])[CH3:2].[NH:20]1[CH2:25][CH2:24][CH:23]([CH2:26][OH:27])[CH2:22][CH2:21]1.CCN(CC)CC. (4) Reactant: CN(C=O)C.C(=O)([O-])[O-].[K+].[K+].[OH:12][C:13]1[CH:14]=[C:15]([CH:20]=[CH:21][C:22]=1[O:23][CH3:24])[C:16]([O:18][CH3:19])=[O:17].Br[CH2:26][CH2:27][Cl:28]. Product: [Cl:28][CH2:27][CH2:26][O:12][C:13]1[CH:14]=[C:15]([CH:20]=[CH:21][C:22]=1[O:23][CH3:24])[C:16]([O:18][CH3:19])=[O:17]. The catalyst class is: 6. (5) Reactant: [CH2:1]([N:3]1[C:7]([CH:8]=[O:9])=[CH:6][N:5]=[CH:4]1)[CH3:2].C(=O)([O-])[O-].[K+].[K+].[F:16][C:17]([Si](C)(C)C)([F:19])[F:18]. Product: [CH2:1]([N:3]1[C:7]([CH:8]([OH:9])[C:17]([F:19])([F:18])[F:16])=[CH:6][N:5]=[CH:4]1)[CH3:2]. The catalyst class is: 9. (6) Reactant: [C:1]([OH:10])(=[O:9])[CH:2]([CH:4]([C:6]([OH:8])=[O:7])[OH:5])[OH:3].[CH3:11][O:12][C:13]1[CH:14]=[C:15]2[CH2:24][CH:23]([CH2:25][CH:26]3[CH2:31][CH2:30][N:29]([CH2:32][C:33]4[CH:34]=[CH:35][CH:36]=[CH:37][CH:38]=4)[CH2:28][CH2:27]3)[C:21](=[O:22])[C:16]2=[CH:17][C:18]=1[O:19][CH3:20]. Product: [CH3:11][O:12][C:13]1[CH:14]=[C:15]2[CH2:24][CH:23]([CH2:25][CH:26]3[CH2:27][CH2:28][N:29]([CH2:32][C:33]4[CH:38]=[CH:37][CH:36]=[CH:35][CH:34]=4)[CH2:30][CH2:31]3)[C:21](=[O:22])[C:16]2=[CH:17][C:18]=1[O:19][CH3:20].[C:6]([CH:4]([CH:2]([C:1]([O-:10])=[O:9])[OH:3])[OH:5])([O-:8])=[O:7]. The catalyst class is: 13.